Dataset: Reaction yield outcomes from USPTO patents with 853,638 reactions. Task: Predict the reaction yield, written as a fraction of the theoretical maximum amount of product (1.0 means a 100% yield; for example, 0.34 means a 34% yield). The reactants are [NH2:1][C:2]1[CH:11]=[CH:10][C:9]2[C:4](=[CH:5][CH:6]=[CH:7][CH:8]=2)[N:3]=1.N1C=CC=CC=1.Cl[C:19]([O:21][C:22]1[CH:27]=[CH:26][CH:25]=[CH:24][CH:23]=1)=[O:20]. The catalyst is C(#N)C.O. The product is [N:3]1[C:4]2[C:9](=[CH:8][CH:7]=[CH:6][CH:5]=2)[CH:10]=[CH:11][C:2]=1[NH:1][C:19](=[O:20])[O:21][C:22]1[CH:27]=[CH:26][CH:25]=[CH:24][CH:23]=1. The yield is 0.540.